The task is: Predict the product of the given reaction.. This data is from Forward reaction prediction with 1.9M reactions from USPTO patents (1976-2016). (1) Given the reactants C([O:3][C:4]([C:6]1[C:14]2[C:9](=[CH:10][CH:11]=[CH:12][CH:13]=2)[N:8]([C:15]2[CH:16]=[N:17][CH:18]=[C:19]([C@@H:21]3[CH2:25][CH2:24][CH2:23][N:22]3[C:26](=[O:45])[C@@H:27]([NH:31][C:32](=[O:44])[C@@H:33]([N:35]([C:37]([O:39][C:40]([CH3:43])([CH3:42])[CH3:41])=[O:38])[CH3:36])[CH3:34])[CH:28]([CH3:30])[CH3:29])[CH:20]=2)[CH:7]=1)=[O:5])C.[Li+].[OH-], predict the reaction product. The product is: [C:40]([O:39][C:37]([N:35]([CH3:36])[C@@H:33]([CH3:34])[C:32]([NH:31][C@@H:27]([CH:28]([CH3:29])[CH3:30])[C:26]([N:22]1[CH2:23][CH2:24][CH2:25][C@H:21]1[C:19]1[CH:20]=[C:15]([N:8]2[C:9]3[C:14](=[CH:13][CH:12]=[CH:11][CH:10]=3)[C:6]([C:4]([OH:5])=[O:3])=[CH:7]2)[CH:16]=[N:17][CH:18]=1)=[O:45])=[O:44])=[O:38])([CH3:43])([CH3:42])[CH3:41]. (2) Given the reactants [O:1]1[CH2:5][CH2:4][CH2:3][CH2:2]1.[CH3:6][NH:7][CH:8]([C:12]1[CH:13]=[N:14][CH:15]=[CH:16][C:17]=1[C:18]([F:21])([F:20])[F:19])[CH:9]([CH3:11])[CH3:10].[C:22](Cl)(=[O:31])[CH:23]=[CH:24]C1C=CC=CC=1.[CH2:33](N(CC)CC)[CH3:34], predict the reaction product. The product is: [CH3:6][N:7]([CH:8]([C:12]1[CH:13]=[N:14][CH:15]=[CH:16][C:17]=1[C:18]([F:20])([F:19])[F:21])[CH:9]([CH3:11])[CH3:10])[C:22](=[O:31])[CH:23]=[CH:24][O:1][C:5]1[CH:34]=[CH:33][CH:2]=[CH:3][CH:4]=1.